From a dataset of Reaction yield outcomes from USPTO patents with 853,638 reactions. Predict the reaction yield, written as a fraction of the theoretical maximum amount of product (1.0 means a 100% yield; for example, 0.34 means a 34% yield). (1) The reactants are C=O.[NH:3]1[CH2:8][CH2:7][CH:6]([C:9]2[CH:14]=[CH:13][C:12]([NH:15][C:16]3[N:21]=[C:20]([CH2:22][CH2:23][C:24]4[CH:29]=[CH:28][CH:27]=[CH:26][C:25]=4[CH2:30][C:31]([NH2:33])=[O:32])[C:19]([C:34]([F:37])([F:36])[F:35])=[CH:18][N:17]=3)=[CH:11][CH:10]=2)[CH2:5][CH2:4]1.[C:38](O[BH-](OC(=O)C)OC(=O)C)(=O)C.[Na+]. The catalyst is CO.C(Cl)Cl. The product is [CH3:38][N:3]1[CH2:8][CH2:7][CH:6]([C:9]2[CH:10]=[CH:11][C:12]([NH:15][C:16]3[N:21]=[C:20]([CH2:22][CH2:23][C:24]4[CH:29]=[CH:28][CH:27]=[CH:26][C:25]=4[CH2:30][C:31]([NH2:33])=[O:32])[C:19]([C:34]([F:37])([F:36])[F:35])=[CH:18][N:17]=3)=[CH:13][CH:14]=2)[CH2:5][CH2:4]1. The yield is 0.730. (2) The reactants are [CH3:1][O:2][C:3](=[O:13])[CH2:4][O:5][C:6]1[CH:11]=[CH:10][C:9]([NH2:12])=[CH:8][CH:7]=1.C(N(CC)CC)C.Cl[C:22](Cl)([O:24]C(=O)OC(Cl)(Cl)Cl)Cl. The catalyst is C1(C)C=CC=CC=1. The product is [CH3:1][O:2][C:3](=[O:13])[CH2:4][O:5][C:6]1[CH:11]=[CH:10][C:9]([N:12]=[C:22]=[O:24])=[CH:8][CH:7]=1. The yield is 0.583. (3) The reactants are [N-:1]=[N+:2]=[N-:3].[Na+].[C:5]([O:9][C:10]([N:12]1[CH2:17][CH2:16][N:15]([CH2:18][CH2:19][CH2:20]Br)[CH2:14][CH2:13]1)=[O:11])([CH3:8])([CH3:7])[CH3:6].C(OCC)(=O)C.[Cl-].[Na+]. The catalyst is CN(C=O)C. The product is [C:5]([O:9][C:10]([N:12]1[CH2:17][CH2:16][N:15]([CH2:18][CH2:19][CH2:20][N:1]=[N+:2]=[N-:3])[CH2:14][CH2:13]1)=[O:11])([CH3:8])([CH3:7])[CH3:6]. The yield is 0.920. (4) The reactants are Br[C:2]1[CH:10]=[CH:9][C:5]2[N:6]=[CH:7][S:8][C:4]=2[CH:3]=1.[B:11]1([B:11]2[O:15][C:14]([CH3:17])([CH3:16])[C:13]([CH3:19])([CH3:18])[O:12]2)[O:15][C:14]([CH3:17])([CH3:16])[C:13]([CH3:19])([CH3:18])[O:12]1.C([O-])(=O)C.[K+]. The catalyst is CN(C)C=O.[Cl-].[Na+].O.CCOC(C)=O.C1C=CC(P(C2C=CC=CC=2)[C-]2C=CC=C2)=CC=1.C1C=CC(P(C2C=CC=CC=2)[C-]2C=CC=C2)=CC=1.Cl[Pd]Cl.[Fe+2]. The product is [CH3:18][C:13]1([CH3:19])[C:14]([CH3:17])([CH3:16])[O:15][B:11]([C:2]2[CH:10]=[CH:9][C:5]3[N:6]=[CH:7][S:8][C:4]=3[CH:3]=2)[O:12]1. The yield is 0.900. (5) The yield is 0.318. The reactants are [F:1][C:2]([F:7])([F:6])[C:3]([OH:5])=[O:4].[CH2:8]([N:10]([CH2:12][C:13]1[S:17][CH:16]=[C:15]([C:18]2[CH:19]=[C:20]3[C:24](=[C:25]([C:27]([NH2:29])=[O:28])[CH:26]=2)[NH:23][CH:22]=[C:21]3[CH:30]2[CH2:35][CH2:34][N:33]([S:36]([CH2:39][CH3:40])(=[O:38])=[O:37])[CH2:32][CH2:31]2)[CH:14]=1)[CH3:11])[CH3:9].[CH3:41][NH:42][CH2:43]C. No catalyst specified. The product is [F:1][C:2]([F:7])([F:6])[C:3]([OH:5])=[O:4].[CH3:41][N:42]([CH3:43])[CH2:2][CH2:9][CH2:8][N:10]([CH2:12][C:13]1[S:17][CH:16]=[C:15]([C:18]2[CH:19]=[C:20]3[C:24](=[C:25]([C:27]([NH2:29])=[O:28])[CH:26]=2)[NH:23][CH:22]=[C:21]3[CH:30]2[CH2:35][CH2:34][N:33]([S:36]([CH2:39][CH3:40])(=[O:37])=[O:38])[CH2:32][CH2:31]2)[CH:14]=1)[CH3:11]. (6) The yield is 0.920. The product is [C:9]([CH2:8][C:3]1([C:5]([OH:7])=[O:6])[CH2:2][C:1](=[O:13])[O:12][B:19]([C@@H:20]([NH:25][C:26](=[O:39])[CH2:27][NH:28][C:29](=[O:38])[C:30]2[CH:35]=[C:34]([Cl:36])[CH:33]=[CH:32][C:31]=2[Cl:37])[CH2:21][CH:22]([CH3:24])[CH3:23])[O:4]1)([OH:11])=[O:10]. The catalyst is CCOC(C)=O. The reactants are [C:1]([OH:13])(=[O:12])[CH2:2][C:3]([CH2:8][C:9]([OH:11])=[O:10])([C:5]([OH:7])=[O:6])[OH:4].O1[B:19]([C@@H:20]([NH:25][C:26](=[O:39])[CH2:27][NH:28][C:29](=[O:38])[C:30]2[CH:35]=[C:34]([Cl:36])[CH:33]=[CH:32][C:31]=2[Cl:37])[CH2:21][CH:22]([CH3:24])[CH3:23])O[B:19]([C@@H:20]([NH:25][C:26](=[O:39])[CH2:27][NH:28][C:29](=[O:38])[C:30]2[CH:35]=[C:34]([Cl:36])[CH:33]=[CH:32][C:31]=2[Cl:37])[CH2:21][CH:22]([CH3:24])[CH3:23])O[B:19]1[C@@H:20]([NH:25][C:26](=[O:39])[CH2:27][NH:28][C:29](=[O:38])[C:30]1[CH:35]=[C:34]([Cl:36])[CH:33]=[CH:32][C:31]=1[Cl:37])[CH2:21][CH:22]([CH3:24])[CH3:23]. (7) The reactants are [CH3:1][O:2][C:3]1[CH:8]=[CH:7][C:6]([CH2:9][CH2:10][CH2:11][OH:12])=[CH:5][CH:4]=1.[Cr](Cl)([O-])(=O)=O.[NH+]1C=CC=CC=1.C(OCC)C. The catalyst is ClCCl. The product is [CH3:1][O:2][C:3]1[CH:8]=[CH:7][C:6]([CH2:9][CH2:10][CH:11]=[O:12])=[CH:5][CH:4]=1. The yield is 0.520. (8) The reactants are Br.[Br:2][C:3]1[CH:30]=[CH:29][CH:28]=[CH:27][C:4]=1[CH2:5][N:6]1[C:10]2[CH:11]=[CH:12][CH:13]=[CH:14][C:9]=2[N:8]([CH2:15][CH2:16][CH2:17][O:18][C:19]2[CH:24]=[CH:23][C:22]([F:25])=[CH:21][CH:20]=2)[C:7]1=[NH:26].C([O-])([O-])=O.[Na+].[Na+].[C:37](O[C:37]([O:39][C:40]([CH3:43])([CH3:42])[CH3:41])=[O:38])([O:39][C:40]([CH3:43])([CH3:42])[CH3:41])=[O:38]. The catalyst is O1CCOCC1.O. The product is [C:40]([O:39][C:37](=[O:38])[N:26]=[C:7]1[N:6]([CH2:5][C:4]2[CH:27]=[CH:28][CH:29]=[CH:30][C:3]=2[Br:2])[C:10]2[CH:11]=[CH:12][CH:13]=[CH:14][C:9]=2[N:8]1[CH2:15][CH2:16][CH2:17][O:18][C:19]1[CH:20]=[CH:21][C:22]([F:25])=[CH:23][CH:24]=1)([CH3:43])([CH3:42])[CH3:41]. The yield is 0.340. (9) The reactants are Cl.Cl.[NH2:3][CH2:4][C@@:5]1([OH:13])[CH:10]2[CH2:11][CH2:12][N:7]([CH2:8][CH2:9]2)[CH2:6]1.[C:14]([O-])([O-])=[O:15].[Cs+].[Cs+].[N:20]([C:23]1[CH:28]=[C:27](C2C=CC=C(OC)C=2)[N:26]=[CH:25][N:24]=1)=[C:21]=S.C(N=C=NC(C)C)(C)C. The catalyst is CN(C)C=O. The product is [CH3:14][O:15][C:27]1[N:26]=[CH:25][N:24]=[C:23]([NH:20][C:21]2[O:13][C@:5]3([CH2:4][N:3]=2)[CH:10]2[CH2:9][CH2:8][N:7]([CH2:12][CH2:11]2)[CH2:6]3)[CH:28]=1. The yield is 0.500. (10) The reactants are [CH:1]([OH:3])=O.OO.[Cl:6][C:7]1[CH:12]=[CH:11][C:10]([C:13]2C[CH2:16][CH2:15][CH:14]=2)=[CH:9][CH:8]=1. No catalyst specified. The product is [Cl:6][C:7]1[CH:12]=[CH:11][C:10]([CH:13]2[CH2:14][CH2:15][CH2:16][C:1]2=[O:3])=[CH:9][CH:8]=1. The yield is 0.349.